Dataset: Peptide-MHC class I binding affinity with 185,985 pairs from IEDB/IMGT. Task: Regression. Given a peptide amino acid sequence and an MHC pseudo amino acid sequence, predict their binding affinity value. This is MHC class I binding data. (1) The peptide sequence is KQLATLRKY. The MHC is HLA-A30:02 with pseudo-sequence HLA-A30:02. The binding affinity (normalized) is 0.926. (2) The binding affinity (normalized) is 0.0847. The peptide sequence is LFVAAAYIV. The MHC is HLA-A03:01 with pseudo-sequence HLA-A03:01. (3) The peptide sequence is RPKSNIVLL. The MHC is HLA-A31:01 with pseudo-sequence HLA-A31:01. The binding affinity (normalized) is 0.0847. (4) The peptide sequence is TLMLLALIAV. The MHC is HLA-A02:03 with pseudo-sequence HLA-A02:03. The binding affinity (normalized) is 0.688. (5) The peptide sequence is AAAQGQAPL. The MHC is HLA-A02:16 with pseudo-sequence HLA-A02:16. The binding affinity (normalized) is 0.0847. (6) The MHC is HLA-B27:05 with pseudo-sequence HLA-B27:05. The peptide sequence is RARGETYGR. The binding affinity (normalized) is 0.177. (7) The peptide sequence is QAKWRLQTL. The MHC is HLA-A26:01 with pseudo-sequence HLA-A26:01. The binding affinity (normalized) is 0.